This data is from CYP1A2 inhibition data for predicting drug metabolism from PubChem BioAssay. The task is: Regression/Classification. Given a drug SMILES string, predict its absorption, distribution, metabolism, or excretion properties. Task type varies by dataset: regression for continuous measurements (e.g., permeability, clearance, half-life) or binary classification for categorical outcomes (e.g., BBB penetration, CYP inhibition). Dataset: cyp1a2_veith. The molecule is COc1ccccc1CNc1ncncc1-c1cccc(C#N)c1. The result is 1 (inhibitor).